This data is from Human Reference Interactome with 51,813 positive PPI pairs across 8,248 proteins, plus equal number of experimentally-validated negative pairs. The task is: Binary Classification. Given two protein amino acid sequences, predict whether they physically interact or not. (1) Protein 1 (ENSG00000268009) has sequence MNGDDAFARRPRDDAQISEKLRKAFDDIAKYFSKKEWEKMKSSEKIVYVYMKLNYEVMTKLGFKVTLPPFMRSKRAADFHGNDFGNDRNHRNQVERPQMTFGSLQRIFPKIMPKKPAEEENGLKEVPEASGPQNDGKQLCPPGNPSTLEKINKTSGPKRGKHAWTHRLRERKQLVVYEEISDPEEDDE*MNGDDAFARRPRDDAQISEKLRKAFDDIAKYFSKKEWEKMKSSEKIVYVYMKLNYEVMTKLGFKVTLPPFMRSKRAADFHGNDFGNDRNHRNQVERPQMTFGSLQRIFPKD.... Protein 2 (ENSG00000134291) has sequence MGSQHSAAARPSSCRRKQEDDRDGLLAEREQEEAIAQFPYVEFTGRDSITCLTCQGTGYIPTEQVNELVALIPHSDQRLRPQRTKQYVLLSILLCLLASGLVVFFLFPHSVLVDDDGIKVVKVTFNKQDSLVILTIMATLKIRNSNFYTVAVTSLSSQIQYMNTVVNFTGKAEMGGPFSYVYFFCTVPEILVHNIVIFMRTSVKISYIGLMTQSSLETHHYVDCGGNSTAI*MGSQHSAAARPSSCRRKQEDDRDGLLAEREQEEAIAQFPYVEFTGRDSITCLTCQGTGYIPTEQVNEL.... Result: 0 (the proteins do not interact). (2) Protein 1 (ENSG00000163535) has sequence MECPVMETGSLFTSGIKRHLKDKRISKTTKLNVSLASKIKTKILNNSSIFKISLKHNNRALAQALSREKENSRRITTEKMLLQKEVEKLNFENTFLRLKLNNLNKKLIDIEALMNNNLITAIEMSSLSEFHQSSFLLSASKKKRISKQCKLMRLPFARVPLTSNDDEDEDKEKMQCDNNIKSKTLPDIPSSGSTTQPLSTQDNSEVLFLKENNQNVYGLDDSEHISSIVDVPPRESHSHSDQSSKTSLMSEMRNAQSIGRRWEKPSPSNVTERKKRGSSWESNNLSADTPCATVLDKQHI.... Protein 2 (ENSG00000137871) has sequence MGDNPFQPKSNSKMAELFMECEEEELEPWQKKVKEVEDDDDDEPIFVGEISSSKPAISNILNRVNPSSYSRGLKNGALSRGITAAFKPTSQHYTNPTSNPVPASPINFHPESRSSDSSVIVQPFSKPGYITNSSRVVSNKSSELLFDLTQDTGLSHYQGGPTLSMAGMSESSFLSKRPSTSEVNNVNPKKPKPSESVSGANSSAVLPSVKSPSVTSSQAMLAKGTNTSSNQSKNGTPFPRACPKCNIHFNLLDPLKNHMKYCCPDMINNFLGLAKTEFSSTVNKNTTIDSEKGKLIMLVN.... Result: 0 (the proteins do not interact).